The task is: Predict the reactants needed to synthesize the given product.. This data is from Full USPTO retrosynthesis dataset with 1.9M reactions from patents (1976-2016). The reactants are: [C:1]([O:5][C:6]([N:8]1[CH2:13][CH2:12][CH:11]([C:14]([O-:16])=O)[CH2:10][CH2:9]1)=[O:7])([CH3:4])([CH3:3])[CH3:2].[NH2:17][CH:18]([C:27]1[CH:32]=[CH:31][CH:30]=[CH:29][CH:28]=1)[CH:19]([C:21]1[CH:26]=[CH:25][CH:24]=[CH:23][CH:22]=1)O. Given the product [C:27]1([C:18]2[N:17]=[C:14]([CH:11]3[CH2:10][CH2:9][N:8]([C:6]([O:5][C:1]([CH3:2])([CH3:3])[CH3:4])=[O:7])[CH2:13][CH2:12]3)[O:16][C:19]=2[C:21]2[CH:22]=[CH:23][CH:24]=[CH:25][CH:26]=2)[CH:28]=[CH:29][CH:30]=[CH:31][CH:32]=1, predict the reactants needed to synthesize it.